From a dataset of Forward reaction prediction with 1.9M reactions from USPTO patents (1976-2016). Predict the product of the given reaction. (1) Given the reactants [F:1][C:2]1[CH:7]=[CH:6][C:5]([F:8])=[CH:4][C:3]=1[CH:9]1[C:21](=[O:22])[C:13]2[C:14]([C:17]([O:19]C)=[O:18])=[CH:15][O:16][C:12]=2[CH2:11][CH2:10]1.CC1(C)C(=O)C2C(C(OCC)=O)=COC=2CC1, predict the reaction product. The product is: [F:1][C:2]1[CH:7]=[CH:6][C:5]([F:8])=[CH:4][C:3]=1[CH:9]1[C:21](=[O:22])[C:13]2[C:14]([C:17]([OH:19])=[O:18])=[CH:15][O:16][C:12]=2[CH2:11][CH2:10]1. (2) Given the reactants [CH3:1][N:2]1[CH2:7][CH2:6][CH:5]([NH:8][C:9]2[CH:14]=[CH:13][C:12]([NH2:15])=[CH:11][CH:10]=2)[CH2:4][CH2:3]1.Cl[C:17]1[N:26]=[CH:25][C:24]2[C:19](=[C:20]([C:27]3[CH:28]=[C:29]([NH:33][C:34](=[O:37])[CH:35]=[CH2:36])[CH:30]=[CH:31][CH:32]=3)[CH:21]=[CH:22][CH:23]=2)[N:18]=1.C(O)(C(F)(F)F)=O, predict the reaction product. The product is: [CH3:1][N:2]1[CH2:3][CH2:4][CH:5]([NH:8][C:9]2[CH:14]=[CH:13][C:12]([NH:15][C:17]3[N:26]=[CH:25][C:24]4[C:19](=[C:20]([C:27]5[CH:28]=[C:29]([NH:33][C:34](=[O:37])[CH:35]=[CH2:36])[CH:30]=[CH:31][CH:32]=5)[CH:21]=[CH:22][CH:23]=4)[N:18]=3)=[CH:11][CH:10]=2)[CH2:6][CH2:7]1.